Dataset: Full USPTO retrosynthesis dataset with 1.9M reactions from patents (1976-2016). Task: Predict the reactants needed to synthesize the given product. (1) Given the product [C:10]([C:4]1[CH:3]=[C:2]([CH:9]=[CH:8][C:5]=1[C:6]#[N:7])[NH:1][C:38](=[O:39])[C:37]1[CH:42]=[CH:43][C:34]([C@H:31]2[O:30][CH2:29][C@H:28]([S:27][C@H:25]([CH3:26])[C@:24]([C:18]3[CH:19]=[CH:20][C:21]([F:23])=[CH:22][C:17]=3[F:16])([OH:50])[CH2:44][N:45]3[CH:49]=[N:48][CH:47]=[N:46]3)[CH2:33][O:32]2)=[CH:35][CH:36]=1)#[N:11], predict the reactants needed to synthesize it. The reactants are: [NH2:1][C:2]1[CH:3]=[C:4]([C:10]#[N:11])[C:5](=[CH:8][CH:9]=1)[C:6]#[N:7].C[Al](C)C.[F:16][C:17]1[CH:22]=[C:21]([F:23])[CH:20]=[CH:19][C:18]=1[C@@:24]([OH:50])([CH2:44][N:45]1[CH:49]=[N:48][CH:47]=[N:46]1)[C@H:25]([S:27][C@@H:28]1[CH2:33][O:32][C@@H:31]([C:34]2[CH:43]=[CH:42][C:37]([C:38](OC)=[O:39])=[CH:36][CH:35]=2)[O:30][CH2:29]1)[CH3:26]. (2) Given the product [CH3:1][O:2][C:3]([C:5]1[CH:6]=[C:7]([NH:15][CH2:20][C:19]2[C:22]([CH3:26])=[CH:23][CH:24]=[CH:25][C:18]=2[CH2:16][CH3:17])[C:8]2[N:9]([N:11]=[C:12]([CH3:14])[N:13]=2)[CH:10]=1)=[O:4], predict the reactants needed to synthesize it. The reactants are: [CH3:1][O:2][C:3]([C:5]1[CH:6]=[C:7]([NH2:15])[C:8]2[N:9]([N:11]=[C:12]([CH3:14])[N:13]=2)[CH:10]=1)=[O:4].[CH2:16]([C:18]1[CH:25]=[CH:24][CH:23]=[C:22]([CH3:26])[C:19]=1[CH2:20]Cl)[CH3:17].C(=O)([O-])[O-].[Na+].[Na+].[I-].[Na+]. (3) Given the product [CH2:1]([C:10]1[CH:11]=[CH:12][C:13]([CH:14]=[O:15])=[CH:17][CH:18]=1)[CH2:2][CH2:3][CH2:4][CH2:5][CH2:6][CH2:7][CH2:8][CH3:9], predict the reactants needed to synthesize it. The reactants are: [CH2:1]([C:10]1[CH:18]=[CH:17][C:13]([C:14](Cl)=[O:15])=[CH:12][CH:11]=1)[CH2:2][CH2:3][CH2:4][CH2:5][CH2:6][CH2:7][CH2:8][CH3:9].[H-].C(O[Al](OC(C)(C)C)OC(C)(C)C)(C)(C)C.[Li+]. (4) Given the product [CH3:1][C:2]([NH:4][C:5]1[S:9][C:8]([S:10]([NH-:13])(=[O:12])=[O:11])=[N:7][N:6]=1)=[O:3].[Na+:17], predict the reactants needed to synthesize it. The reactants are: [CH3:1][C:2]([NH:4][C:5]1[S:9][C:8]([S:10]([NH2:13])(=[O:12])=[O:11])=[N:7][N:6]=1)=[O:3].N#N.[OH-].[Na+:17]. (5) Given the product [CH3:25][NH:27][CH:16]1[CH2:17][CH2:18][C:13]([C:8]2[C:7]3[C:11](=[CH:12][C:4]([N+:1]([O-:3])=[O:2])=[CH:5][CH:6]=3)[NH:10][CH:9]=2)=[CH:14][CH2:15]1, predict the reactants needed to synthesize it. The reactants are: [N+:1]([C:4]1[CH:12]=[C:11]2[C:7]([C:8]([C:13]3[CH2:18][CH2:17][C:16](=O)[CH2:15][CH:14]=3)=[CH:9][NH:10]2)=[CH:6][CH:5]=1)([O-:3])=[O:2].CC(O)=O.Cl.[CH2:25]([NH2:27])C.[OH-].[Na+]. (6) Given the product [ClH:3].[OH:5][C:6]1[CH:7]=[CH:8][C:9]([CH2:10][C@@:11]([NH2:16])([CH3:15])[C:12]([O:14][CH3:19])=[O:13])=[CH:17][CH:18]=1, predict the reactants needed to synthesize it. The reactants are: S(Cl)([Cl:3])=O.[OH:5][C:6]1[CH:18]=[CH:17][C:9]([CH2:10][C@@:11]([NH2:16])([CH3:15])[C:12]([OH:14])=[O:13])=[CH:8][CH:7]=1.[CH3:19]O.